From a dataset of Full USPTO retrosynthesis dataset with 1.9M reactions from patents (1976-2016). Predict the reactants needed to synthesize the given product. (1) Given the product [ClH:1].[Cl:1][C:2]1[C:7]([C:8]2[C:9](=[O:16])[NH:10][C:11](=[O:14])[NH:12][CH:13]=2)=[CH:6][C:5]([F:18])=[CH:4][N:3]=1, predict the reactants needed to synthesize it. The reactants are: [Cl:1][C:2]1[C:7]([C:8]2[C:9]([O:16]C)=[N:10][C:11]([O:14]C)=[N:12][CH:13]=2)=[CH:6][C:5]([F:18])=[CH:4][N:3]=1. (2) Given the product [CH3:36][O:37][C:38]1[CH:39]=[C:40]([CH:69]=[CH:70][CH:71]=1)[C:41]([N:24]1[CH2:25][CH2:26][CH:21]([NH:20][S:17]([C:3]2[CH:4]=[C:5]([S:8]([C:11]3[CH:16]=[CH:15][CH:14]=[CH:13][CH:12]=3)(=[O:10])=[O:9])[CH:6]=[CH:7][C:2]=2[CH3:1])(=[O:18])=[O:19])[CH2:22][CH2:23]1)=[O:42], predict the reactants needed to synthesize it. The reactants are: [CH3:1][C:2]1[CH:7]=[CH:6][C:5]([S:8]([C:11]2[CH:16]=[CH:15][CH:14]=[CH:13][CH:12]=2)(=[O:10])=[O:9])=[CH:4][C:3]=1[S:17]([NH:20][CH:21]1[CH2:26][CH2:25][NH:24][CH2:23][CH2:22]1)(=[O:19])=[O:18].C1(OC)C=CC=C(Cl)C=1.[CH3:36][O:37][C:38]1[CH:39]=[C:40]([CH:69]=[CH:70][CH:71]=1)[C:41](N1CCC(C2C(C)=C(S(N)(=O)=O)C=C(S(C3C=CC=CC=3)(=O)=O)C=2)CC1)=[O:42]. (3) The reactants are: Cl.[C:2]([C@H:5]1[O:10][CH2:9][C@H:8]([NH:11][C:12]([C@@H:14]2[NH:28][C:27]3([CH2:33][CH2:32][C:31]([CH3:35])([CH3:34])[CH2:30][CH2:29]3)[C@:16]3([C:24]4[C:19](=[CH:20][C:21]([Cl:25])=[CH:22][CH:23]=4)[NH:18][C:17]3=[O:26])[C@H:15]2[C:36]2[CH:41]=[CH:40][N:39]=[C:38]([Cl:42])[C:37]=2[F:43])=[O:13])[CH2:7][CH2:6]1)(=[O:4])[NH2:3]. Given the product [OH2:4].[ClH:25].[C:2]([C@H:5]1[O:10][CH2:9][C@H:8]([NH:11][C:12]([C@@H:14]2[NH:28][C:27]3([CH2:29][CH2:30][C:31]([CH3:35])([CH3:34])[CH2:32][CH2:33]3)[C@:16]3([C:24]4[C:19](=[CH:20][C:21]([Cl:25])=[CH:22][CH:23]=4)[NH:18][C:17]3=[O:26])[C@H:15]2[C:36]2[CH:41]=[CH:40][N:39]=[C:38]([Cl:42])[C:37]=2[F:43])=[O:13])[CH2:7][CH2:6]1)(=[O:4])[NH2:3].[CH3:2][CH:5]([OH:10])[CH3:6], predict the reactants needed to synthesize it. (4) Given the product [CH2:26]([N:10]1[C:9]2[N:8]=[C:7]([CH2:6][C:5]3[CH:4]=[CH:3][C:2]([NH:1][S:39]([C:36]4[CH:37]=[CH:38][C:33]([I:32])=[CH:34][CH:35]=4)(=[O:41])=[O:40])=[CH:31][CH:30]=3)[NH:15][C:14]=2[C:13](=[O:16])[N:12]([CH2:17][C:18]2[CH:23]=[CH:22][CH:21]=[CH:20][C:19]=2[F:24])[C:11]1=[O:25])[CH2:27][CH2:28][CH3:29], predict the reactants needed to synthesize it. The reactants are: [NH2:1][C:2]1[CH:31]=[CH:30][C:5]([CH2:6][C:7]2[NH:15][C:14]3[C:13](=[O:16])[N:12]([CH2:17][C:18]4[CH:23]=[CH:22][CH:21]=[CH:20][C:19]=4[F:24])[C:11](=[O:25])[N:10]([CH2:26][CH2:27][CH2:28][CH3:29])[C:9]=3[N:8]=2)=[CH:4][CH:3]=1.[I:32][C:33]1[CH:38]=[CH:37][C:36]([S:39](Cl)(=[O:41])=[O:40])=[CH:35][CH:34]=1.